Dataset: Full USPTO retrosynthesis dataset with 1.9M reactions from patents (1976-2016). Task: Predict the reactants needed to synthesize the given product. (1) Given the product [Br:1][C:2]1[CH:7]=[N:6][C:5]2=[C:25]([Cl:29])[N:23]=[N:24][CH:13]=[C:4]2[CH:3]=1, predict the reactants needed to synthesize it. The reactants are: [Br:1][C:2]1[CH:3]=[C:4]([CH3:13])[C:5](C(OCC)=O)=[N:6][CH:7]=1.BrN1C(=O)CCC1=O.O.[NH2:23][NH2:24].[C:25]([Cl:29])(Cl)(Cl)Cl. (2) Given the product [CH:1]1([C:7]2[CH:8]=[CH:9][C:10]([NH:13][C:26](=[O:27])[C@H:25]([NH:29][C:62]([NH:61][C:58]3[CH:59]=[CH:60][C:55]([O:54][CH2:47][C:48]4[CH:49]=[CH:50][CH:51]=[CH:52][CH:53]=4)=[CH:56][CH:57]=3)=[O:63])[CH2:24][CH2:23][CH2:22][NH2:21])=[CH:11][CH:12]=2)[CH2:2][CH2:3][CH2:4][CH2:5][CH2:6]1, predict the reactants needed to synthesize it. The reactants are: [CH:1]1([C:7]2[CH:12]=[CH:11][C:10]([NH2:13])=[CH:9][CH:8]=2)[CH2:6][CH2:5][CH2:4][CH2:3][CH2:2]1.C(OC([NH:21][CH2:22][CH2:23][CH2:24][C@@H:25]([NH:29]C(OCC1C2C=CC=CC=2C2C1=CC=CC=2)=O)[C:26](O)=[O:27])=O)(C)(C)C.[CH2:47]([O:54][C:55]1[CH:60]=[CH:59][C:58]([N:61]=[C:62]=[O:63])=[CH:57][CH:56]=1)[C:48]1[CH:53]=[CH:52][CH:51]=[CH:50][CH:49]=1. (3) Given the product [CH3:8][C:6]1[C:5]([CH2:9][N:10]2[CH2:15][CH2:14][N:13]([C:16]([O:18][C:19]([CH3:22])([CH3:21])[CH3:20])=[O:17])[CH2:12][CH2:11]2)=[CH:4][CH:3]=[C:2]([C:25]2[CH:26]=[CH:27][CH:28]=[CH:29][C:24]=2[CH3:23])[N:7]=1, predict the reactants needed to synthesize it. The reactants are: Br[C:2]1[N:7]=[C:6]([CH3:8])[C:5]([CH2:9][N:10]2[CH2:15][CH2:14][N:13]([C:16]([O:18][C:19]([CH3:22])([CH3:21])[CH3:20])=[O:17])[CH2:12][CH2:11]2)=[CH:4][CH:3]=1.[CH3:23][C:24]1[CH:29]=[CH:28][CH:27]=[CH:26][C:25]=1B(O)O.C(=O)([O-])[O-].[K+].[K+].O1CCOCC1. (4) The reactants are: [C:1]([C:3]1[CH:12]=[CH:11][C:6]([C:7]([O:9]C)=[O:8])=[C:5]([CH3:13])[CH:4]=1)#[N:2].[OH-].[Na+]. Given the product [C:1]([C:3]1[CH:12]=[CH:11][C:6]([C:7]([OH:9])=[O:8])=[C:5]([CH3:13])[CH:4]=1)#[N:2], predict the reactants needed to synthesize it.